This data is from Forward reaction prediction with 1.9M reactions from USPTO patents (1976-2016). The task is: Predict the product of the given reaction. (1) Given the reactants [F:1][C:2]1[CH:3]=[CH:4][C:5]2[S:9][CH:8]=[C:7]([CH3:10])[C:6]=2[CH:11]=1.C(OOC(=O)C1C=CC=CC=1)(=O)C1C=CC=CC=1.BrN1C(=O)CCC1=O.[N-]=[N+]=[N-].[Na+].C1(P(C2C=CC=CC=2)C2C=CC=CC=2)C=CC=CC=1.FC1C=CC2SC=C(CN)C=2C=1.[S:73]([NH2:77])([NH2:76])(=[O:75])=[O:74], predict the reaction product. The product is: [F:1][C:2]1[CH:3]=[CH:4][C:5]2[S:9][CH:8]=[C:7]([CH2:10][NH:76][S:73]([NH2:77])(=[O:75])=[O:74])[C:6]=2[CH:11]=1. (2) Given the reactants [C:1]1([C:7]2[NH:8][CH:9]=[C:10]([CH:12]=[O:13])[N:11]=2)[CH:6]=[CH:5][CH:4]=[CH:3][CH:2]=1.C(=O)([O-])[O-].[K+].[K+].Br[CH:21]([C:26]1[CH:31]=[CH:30][CH:29]=[CH:28][CH:27]=1)[C:22]([O:24][CH3:25])=[O:23].O, predict the reaction product. The product is: [CH:12]([C:10]1[N:11]=[C:7]([C:1]2[CH:2]=[CH:3][CH:4]=[CH:5][CH:6]=2)[N:8]([CH:21]([C:26]2[CH:31]=[CH:30][CH:29]=[CH:28][CH:27]=2)[C:22]([O:24][CH3:25])=[O:23])[CH:9]=1)=[O:13]. (3) Given the reactants [F:1][C:2]1([F:29])[CH2:7][CH2:6][N:5]([C:8]([C:10]2[NH:11][C:12]3[C:17]([CH:18]=2)=[CH:16][C:15]([O:19][CH:20]2[CH2:25][CH2:24][N:23]([CH:26]([CH3:28])[CH3:27])[CH2:22][CH2:21]2)=[CH:14][CH:13]=3)=[O:9])[CH2:4][CH2:3]1.[F:30][C:31]([F:42])([F:41])[C:32]1[CH:37]=[CH:36][C:35](B(O)O)=[CH:34][CH:33]=1, predict the reaction product. The product is: [F:29][C:2]1([F:1])[CH2:7][CH2:6][N:5]([C:8]([C:10]2[N:11]([C:35]3[CH:36]=[CH:37][C:32]([C:31]([F:42])([F:41])[F:30])=[CH:33][CH:34]=3)[C:12]3[C:17]([CH:18]=2)=[CH:16][C:15]([O:19][CH:20]2[CH2:25][CH2:24][N:23]([CH:26]([CH3:27])[CH3:28])[CH2:22][CH2:21]2)=[CH:14][CH:13]=3)=[O:9])[CH2:4][CH2:3]1. (4) Given the reactants C([O:5][C:6](=[O:34])[C:7]([CH3:33])([NH:9][C:10]([C:12]1[CH:20]=[CH:19][C:15]2[S:16][CH:17]=[CH:18][C:14]=2[C:13]=1[O:21][CH2:22][C:23]1[CH:28]=[CH:27][C:26]([C:29]([F:32])([F:31])[F:30])=[CH:25][CH:24]=1)=[O:11])[CH3:8])(C)(C)C.FC(F)(F)C(O)=O, predict the reaction product. The product is: [CH3:33][C:7]([NH:9][C:10]([C:12]1[CH:20]=[CH:19][C:15]2[S:16][CH:17]=[CH:18][C:14]=2[C:13]=1[O:21][CH2:22][C:23]1[CH:24]=[CH:25][C:26]([C:29]([F:31])([F:32])[F:30])=[CH:27][CH:28]=1)=[O:11])([CH3:8])[C:6]([OH:34])=[O:5]. (5) Given the reactants [NH2:1][C:2]1[N:11]=[C:10]([N:12]2[CH2:16][CH2:15][C@@H:14]([NH:17]C(=O)OC(C)(C)C)[CH2:13]2)[C:9]2[CH2:8][CH2:7][C:6]3[O:25][CH:26]4[CH2:31][CH2:30][CH2:29][CH2:28][CH:27]4[C:5]=3[C:4]=2[N:3]=1.FC(F)(F)C(O)=O.[OH-].[Na+], predict the reaction product. The product is: [NH2:17][C@@H:14]1[CH2:15][CH2:16][N:12]([C:10]2[C:9]3[C:4](=[C:5]4[CH:27]5[CH2:28][CH2:29][CH2:30][CH2:31][CH:26]5[O:25][C:6]4=[CH:7][CH:8]=3)[N:3]=[C:2]([NH2:1])[N:11]=2)[CH2:13]1. (6) Given the reactants O.[F-].C([N+](CCCC)(CCCC)CCCC)CCC.[Cl:20][C:21]1[CH:44]=[CH:43][C:24]([CH2:25][N:26]2[C:30]([CH3:31])=[C:29]([C:32]3[CH:37]=[CH:36][C:35]([C:38]#[N:39])=[CH:34][CH:33]=3)[C:28]([C:40]#[N:41])=[C:27]2[CH3:42])=[CH:23][C:22]=1[CH:45]=[O:46].[F:47][C:48]([F:53])([F:52])[SiH](C)C.Cl, predict the reaction product. The product is: [Cl:20][C:21]1[CH:44]=[CH:43][C:24]([CH2:25][N:26]2[C:30]([CH3:31])=[C:29]([C:32]3[CH:33]=[CH:34][C:35]([C:38]#[N:39])=[CH:36][CH:37]=3)[C:28]([C:40]#[N:41])=[C:27]2[CH3:42])=[CH:23][C:22]=1[CH:45]([OH:46])[C:48]([F:53])([F:52])[F:47].